This data is from Forward reaction prediction with 1.9M reactions from USPTO patents (1976-2016). The task is: Predict the product of the given reaction. (1) The product is: [CH:18]1([C:16]([NH:15][C:13]2[N:14]=[C:9]3[CH:8]=[CH:7][C:6]([O:5][C:4]4[CH:21]=[CH:22][C:23]([F:24])=[C:2]([NH:1][C:32]([C:27]5[C:26]([CH3:25])=[CH:31][CH:30]=[CH:29][N:28]=5)=[O:33])[CH:3]=4)=[N:11][N:10]3[CH:12]=2)=[O:17])[CH2:20][CH2:19]1. Given the reactants [NH2:1][C:2]1[CH:3]=[C:4]([CH:21]=[CH:22][C:23]=1[F:24])[O:5][C:6]1[CH:7]=[CH:8][C:9]2[N:10]([CH:12]=[C:13]([NH:15][C:16]([CH:18]3[CH2:20][CH2:19]3)=[O:17])[N:14]=2)[N:11]=1.[CH3:25][C:26]1[C:27]([C:32](O)=[O:33])=[N:28][CH:29]=[CH:30][CH:31]=1.Cl.CN(C)CCCN=C=NCC.ON1C2C=CC=CC=2N=N1.C(N(CC)CC)C, predict the reaction product. (2) Given the reactants [C:1]([O:5][C:6]([N:8]([C:16]1[CH:21]=[CH:20][CH:19]=[C:18]([CH3:22])[N:17]=1)[C:9](=[O:15])[O:10][C:11]([CH3:14])([CH3:13])[CH3:12])=[O:7])([CH3:4])([CH3:3])[CH3:2].N(C(C)(C)C#N)=NC(C)(C)C#N.[Br:35]N1C(C)(C)C(=O)N(Br)C1=O, predict the reaction product. The product is: [C:1]([O:5][C:6]([N:8]([C:9]([O:10][C:11]([CH3:14])([CH3:13])[CH3:12])=[O:15])[C:16]1[CH:21]=[CH:20][CH:19]=[C:18]([CH2:22][Br:35])[N:17]=1)=[O:7])([CH3:2])([CH3:3])[CH3:4]. (3) Given the reactants [CH2:1]=[C:2]([CH2:5][OH:6])[CH2:3][OH:4].C([Sn](=O)CCCC)CCC.[F-].[Cs+].[CH2:19](Br)[C:20]1[CH:25]=[CH:24][CH:23]=[CH:22][CH:21]=1, predict the reaction product. The product is: [CH2:19]([O:4][CH2:3][C:2](=[CH2:1])[CH2:5][OH:6])[C:20]1[CH:25]=[CH:24][CH:23]=[CH:22][CH:21]=1. (4) Given the reactants Br[CH2:2][C:3]([C:5]1[CH:10]=[CH:9][CH:8]=[CH:7][CH:6]=1)=[O:4].[C:11]([O-:14])([O-:13])=O.[K+].[K+].[SH:17][C:18]1[CH:26]=[CH:25][CH:24]=[CH:23][C:19]=1[C:20]([OH:22])=[O:21], predict the reaction product. The product is: [C:11]([C:8]1[CH:9]=[CH:10][C:5]([C:3](=[O:4])[CH2:2][S:17][C:18]2[CH:26]=[CH:25][CH:24]=[CH:23][C:19]=2[C:20]([OH:22])=[O:21])=[CH:6][CH:7]=1)([OH:14])=[O:13]. (5) Given the reactants [CH2:1]([SH:4])[CH2:2][CH3:3].C[Si]([N-][Si](C)(C)C)(C)C.[Na+].Cl[C:16]1[N:20]([C:21]2[CH:30]=[CH:29][C:24]([C:25]([O:27][CH3:28])=[O:26])=[CH:23][CH:22]=2)[N:19]=[CH:18][C:17]=1[C:31](=[O:39])[NH:32][CH:33]1[CH2:38][CH2:37][CH2:36][CH2:35][CH2:34]1, predict the reaction product. The product is: [CH:33]1([NH:32][C:31]([C:17]2[CH:18]=[N:19][N:20]([C:21]3[CH:30]=[CH:29][C:24]([C:25]([O:27][CH3:28])=[O:26])=[CH:23][CH:22]=3)[C:16]=2[S:4][CH2:1][CH2:2][CH3:3])=[O:39])[CH2:38][CH2:37][CH2:36][CH2:35][CH2:34]1. (6) Given the reactants I[C:2]1[CH:7]=[CH:6][C:5]([CH2:8][CH2:9][N:10]2[CH2:14][CH2:13][CH2:12][CH2:11]2)=[CH:4][CH:3]=1.C(=O)([O-])[O-].[Cs+].[Cs+].[C:21]1([C:32]2[CH:37]=[CH:36][CH:35]=[CH:34][CH:33]=2)[CH:26]=[CH:25][C:24]([NH:27][C:28](=[O:31])[C:29]#[CH:30])=[CH:23][CH:22]=1, predict the reaction product. The product is: [C:21]1([C:32]2[CH:33]=[CH:34][CH:35]=[CH:36][CH:37]=2)[CH:26]=[CH:25][C:24]([NH:27][C:28](=[O:31])[C:29]#[C:30][C:2]2[CH:7]=[CH:6][C:5]([CH2:8][CH2:9][N:10]3[CH2:14][CH2:13][CH2:12][CH2:11]3)=[CH:4][CH:3]=2)=[CH:23][CH:22]=1. (7) Given the reactants [CH:1]1[C:11]2[CH2:10][C:9]3([CH2:15][CH2:14][CH:13]([N:16]4[CH2:21][CH2:20][N:19](C(OCC5C=CC=CC=5)=O)[CH:18]([C:32]([O:34][CH3:35])=[O:33])[CH2:17]4)[CH2:12]3)[C:8]3[CH:36]=[CH:37][CH:38]=[CH:39][C:7]=3[CH2:6][C:5]=2[CH:4]=[CH:3][CH:2]=1.CC(O)=O, predict the reaction product. The product is: [CH:1]1[C:11]2[CH2:10][C:9]3([CH2:15][CH2:14][CH:13]([N:16]4[CH2:21][CH2:20][NH:19][CH:18]([C:32]([O:34][CH3:35])=[O:33])[CH2:17]4)[CH2:12]3)[C:8]3[CH:36]=[CH:37][CH:38]=[CH:39][C:7]=3[CH2:6][C:5]=2[CH:4]=[CH:3][CH:2]=1. (8) Given the reactants Cl[C:2]1[C:6]2[CH:7]=[CH:8][CH:9]=[CH:10][C:5]=2[S:4](=[O:12])(=[O:11])[N:3]=1.[Br:13][C:14]1[CH:20]=[CH:19][C:17]([NH2:18])=[CH:16][CH:15]=1, predict the reaction product. The product is: [Br:13][C:14]1[CH:20]=[CH:19][C:17]([NH:18][C:2]2[C:6]3[CH:7]=[CH:8][CH:9]=[CH:10][C:5]=3[S:4](=[O:12])(=[O:11])[N:3]=2)=[CH:16][CH:15]=1. (9) Given the reactants Br[C:2]1[CH:7]=[CH:6][C:5]([C:8]2[N:9]([C:24]3[CH:29]=[CH:28][C:27]([Cl:30])=[CH:26][CH:25]=3)[C:10](=[O:23])[C:11]3[CH:16]=[N:15][N:14]([C:17]4[CH:22]=[CH:21][CH:20]=[CH:19][CH:18]=4)[C:12]=3[N:13]=2)=[CH:4][CH:3]=1.C([Sn](CCCC)(CCCC)[C:36]1[CH:41]=[CH:40][CH:39]=[CH:38][N:37]=1)CCC, predict the reaction product. The product is: [Cl:30][C:27]1[CH:28]=[CH:29][C:24]([N:9]2[C:10](=[O:23])[C:11]3[CH:16]=[N:15][N:14]([C:17]4[CH:22]=[CH:21][CH:20]=[CH:19][CH:18]=4)[C:12]=3[N:13]=[C:8]2[C:5]2[CH:4]=[CH:3][C:2]([C:36]3[CH:41]=[CH:40][CH:39]=[CH:38][N:37]=3)=[CH:7][CH:6]=2)=[CH:25][CH:26]=1.